This data is from Full USPTO retrosynthesis dataset with 1.9M reactions from patents (1976-2016). The task is: Predict the reactants needed to synthesize the given product. (1) Given the product [CH2:3]([NH:10][C:9]1[CH:11]=[CH:12][C:13]([N+:15]([O-:17])=[O:16])=[CH:14][C:8]=1[Br:7])[CH:2]=[CH2:1], predict the reactants needed to synthesize it. The reactants are: [CH3:1][C:2](C)([O-])[CH3:3].[K+].[Br:7][C:8]1[CH:14]=[C:13]([N+:15]([O-:17])=[O:16])[CH:12]=[CH:11][C:9]=1[NH2:10].C(Br)C=C. (2) Given the product [CH2:23]([O:25][C:26]1[CH:31]=[C:30]([O:12][CH2:11][CH2:10][CH2:9][C:8]2[C:4]([O:3][CH2:1][CH3:2])=[N:5][N:6]([C:13]3[CH:18]=[C:17]([C:19]([F:21])([F:20])[F:22])[CH:16]=[CH:15][N:14]=3)[CH:7]=2)[CH:29]=[CH:28][C:27]=1[CH2:33][CH2:34][C:35]([O:37][CH3:38])=[O:36])[CH3:24], predict the reactants needed to synthesize it. The reactants are: [CH2:1]([O:3][C:4]1[C:8]([CH2:9][CH2:10][CH2:11][OH:12])=[CH:7][N:6]([C:13]2[CH:18]=[C:17]([C:19]([F:22])([F:21])[F:20])[CH:16]=[CH:15][N:14]=2)[N:5]=1)[CH3:2].[CH2:23]([O:25][C:26]1[CH:31]=[C:30](O)[CH:29]=[CH:28][C:27]=1[CH2:33][CH2:34][C:35]([O:37][CH3:38])=[O:36])[CH3:24].C(P(CCCC)CCCC)CCC.N(C(N1CCCCC1)=O)=NC(N1CCCCC1)=O. (3) The reactants are: [Cl:1][C:2]1[CH:7]=[CH:6][C:5]([C:8]([CH3:12])([CH3:11])[CH:9]=O)=[CH:4][CH:3]=1.[CH3:13][C:14]1[CH:19]=[CH:18][C:17]([S@@:20]([NH2:22])=[O:21])=[CH:16][CH:15]=1. Given the product [Cl:1][C:2]1[CH:7]=[CH:6][C:5]([C:8]([CH3:12])([CH3:11])[CH:9]=[N:22][S@@:20]([C:17]2[CH:18]=[CH:19][C:14]([CH3:13])=[CH:15][CH:16]=2)=[O:21])=[CH:4][CH:3]=1, predict the reactants needed to synthesize it. (4) Given the product [N:26]1([NH:25][C:4]([C:6]2[S:7][C:8]([C:18]3[CH:23]=[CH:22][C:21]([Cl:24])=[CH:20][CH:19]=3)=[C:9]([C:11]3[CH:16]=[CH:15][C:14]([Cl:17])=[CH:13][CH:12]=3)[N:10]=2)=[O:5])[CH2:31][CH2:30][CH2:29][CH2:28][CH2:27]1, predict the reactants needed to synthesize it. The reactants are: C(O[C:4]([C:6]1[S:7][C:8]([C:18]2[CH:23]=[CH:22][C:21]([Cl:24])=[CH:20][CH:19]=2)=[C:9]([C:11]2[CH:16]=[CH:15][C:14]([Cl:17])=[CH:13][CH:12]=2)[N:10]=1)=[O:5])C.[NH2:25][N:26]1[CH2:31][CH2:30][CH2:29][CH2:28][CH2:27]1. (5) Given the product [C:18]1([CH2:24][CH2:25][CH2:26][NH:27][CH:2]2[CH2:7][CH2:6][CH:5]([O:8][C:9]3[CH:17]=[CH:16][C:12]([C:13]([NH2:15])=[O:14])=[CH:11][CH:10]=3)[CH2:4][CH2:3]2)[CH:23]=[CH:22][CH:21]=[CH:20][CH:19]=1, predict the reactants needed to synthesize it. The reactants are: O=[C:2]1[CH2:7][CH2:6][CH:5]([O:8][C:9]2[CH:17]=[CH:16][C:12]([C:13]([NH2:15])=[O:14])=[CH:11][CH:10]=2)[CH2:4][CH2:3]1.[C:18]1([CH2:24][CH2:25][CH2:26][NH2:27])[CH:23]=[CH:22][CH:21]=[CH:20][CH:19]=1.C(O[BH-](OC(=O)C)OC(=O)C)(=O)C.C(O)(=O)C. (6) Given the product [Cl:84][C:81]1[CH:80]=[CH:79][C:78]([CH2:77][N:66]2[CH:67]=[C:68]([C:72]([O:74][CH2:75][CH3:76])=[O:73])[C:69](=[O:71])[CH:70]=[C:65]2[NH:13][C:12]2[CH:14]=[CH:15][C:9]([O:8][C:5]3[CH:4]=[CH:3][C:2]([F:1])=[CH:7][N:6]=3)=[CH:10][CH:11]=2)=[CH:83][CH:82]=1, predict the reactants needed to synthesize it. The reactants are: [F:1][C:2]1[CH:3]=[CH:4][C:5]([O:8][C:9]2[CH:15]=[CH:14][C:12]([NH2:13])=[CH:11][CH:10]=2)=[N:6][CH:7]=1.C1(P(C2C=CC=CC=2)C2C3OC4C(=CC=CC=4P(C4C=CC=CC=4)C4C=CC=CC=4)C(C)(C)C=3C=CC=2)C=CC=CC=1.C(=O)([O-])[O-].[Cs+].[Cs+].Cl[C:65]1[N:66]([CH2:77][C:78]2[CH:83]=[CH:82][C:81]([Cl:84])=[CH:80][CH:79]=2)[CH:67]=[C:68]([C:72]([O:74][CH2:75][CH3:76])=[O:73])[C:69](=[O:71])[CH:70]=1. (7) Given the product [NH2:1][C:2]1[S:6][C:5]([C:7]2[CH:8]=[N:9][C:10]([N:13]3[CH2:18][CH2:17][O:16][CH2:15][CH2:14]3)=[CH:11][CH:12]=2)=[N:4][C:3]=1[C:19]([OH:21])=[O:20], predict the reactants needed to synthesize it. The reactants are: [NH2:1][C:2]1[S:6][C:5]([C:7]2[CH:8]=[N:9][C:10]([N:13]3[CH2:18][CH2:17][O:16][CH2:15][CH2:14]3)=[CH:11][CH:12]=2)=[N:4][C:3]=1[C:19]([O:21]CC)=[O:20].CO.[OH-].[K+].Cl.